From a dataset of Forward reaction prediction with 1.9M reactions from USPTO patents (1976-2016). Predict the product of the given reaction. (1) Given the reactants C(OC(=O)COCC[C@H](O)C)(C)(C)C.[C:15]([O:19][C:20](=[O:28])[CH2:21][O:22][C@H:23]([CH3:27])[CH2:24][CH2:25][OH:26])([CH3:18])([CH3:17])[CH3:16].Cl[C:30]1[C:31]2[C:38]([C:39]3[CH:44]=[CH:43][C:42]([O:45][CH3:46])=[CH:41][CH:40]=3)=[C:37]([C:47]3[CH:52]=[CH:51][CH:50]=[CH:49][CH:48]=3)[O:36][C:32]=2[N:33]=[CH:34][N:35]=1.C(O)(=O)CC(CC(O)=O)(C(O)=O)O, predict the reaction product. The product is: [C:15]([O:19][C:20](=[O:28])[CH2:21][O:22][C@H:23]([CH3:27])[CH2:24][CH2:25][O:26][C:30]1[C:31]2[C:38]([C:39]3[CH:40]=[CH:41][C:42]([O:45][CH3:46])=[CH:43][CH:44]=3)=[C:37]([C:47]3[CH:48]=[CH:49][CH:50]=[CH:51][CH:52]=3)[O:36][C:32]=2[N:33]=[CH:34][N:35]=1)([CH3:18])([CH3:16])[CH3:17]. (2) Given the reactants [OH:1][CH:2]1[CH2:7][CH2:6][CH:5]([NH:8][C:9](=[O:19])[CH2:10]P(=O)(OCC)OCC)[CH2:4][CH2:3]1.[Li+].CC([N-]C(C)C)C.[CH:28]([S:31][C:32]1[CH:39]=[CH:38][CH:37]=[CH:36][C:33]=1[CH:34]=O)([CH3:30])[CH3:29].O, predict the reaction product. The product is: [OH:1][CH:2]1[CH2:3][CH2:4][CH:5]([NH:8][C:9](=[O:19])/[CH:10]=[CH:34]/[C:33]2[CH:36]=[CH:37][CH:38]=[CH:39][C:32]=2[S:31][CH:28]([CH3:30])[CH3:29])[CH2:6][CH2:7]1. (3) The product is: [CH2:27]([N:29]1[C:34]2[NH:35][C:1](=[O:2])[C:3]3[CH2:13][CH2:9][CH2:10][CH2:11][C:12]=3[C:33]=2[C:13]([CH:9]2[CH2:10][CH2:11][CH2:12][N:8]2[CH3:17])=[N:30]1)[CH3:28]. Given the reactants [C:1](O)([C:3](F)(F)F)=[O:2].[N:8]1([C:17](OCC2C=CC=CC=2)=O)[CH2:12][CH2:11][CH2:10][C@@H:9]1[C:13](OC)=O.[CH2:27]([NH:29][NH2:30])[CH3:28].Cl.F[C:33](F)(F)[CH2:34][NH:35]N, predict the reaction product. (4) Given the reactants Cl[C:2]1[N:7]=[N:6][C:5]([C:8]2[N:15]3[C:11]([O:12][CH:13]=[CH:14]3)=[N:10][C:9]=2[C:16]2[CH:21]=[C:20]([F:22])[C:19]([F:23])=[CH:18][C:17]=2[F:24])=[CH:4][CH:3]=1.C(O)CCC.O.[NH2:31][NH2:32], predict the reaction product. The product is: [NH:31]([C:2]1[N:7]=[N:6][C:5]([C:8]2[N:15]3[C:11]([O:12][CH:13]=[CH:14]3)=[N:10][C:9]=2[C:16]2[CH:21]=[C:20]([F:22])[C:19]([F:23])=[CH:18][C:17]=2[F:24])=[CH:4][CH:3]=1)[NH2:32]. (5) Given the reactants [N:1]([C:4]1[CH:5]=[C:6]([S:10]([NH2:13])(=[O:12])=[O:11])[CH:7]=[CH:8][CH:9]=1)=[C:2]=[S:3].[I:14][C:15]1[CH:21]=[CH:20][CH:19]=[CH:18][C:16]=1[NH2:17], predict the reaction product. The product is: [I:14][C:15]1[CH:21]=[CH:20][CH:19]=[CH:18][C:16]=1[NH:17][C:2](=[S:3])[NH:1][C:4]1[CH:5]=[C:6]([S:10]([NH2:13])(=[O:11])=[O:12])[CH:7]=[CH:8][CH:9]=1. (6) Given the reactants [C:1]([CH:3]1[CH2:8][CH2:7][N:6]([C:9]([O:11][CH2:12][CH2:13][CH2:14][CH3:15])=[O:10])[CH2:5][CH2:4]1)#[N:2].F[C:17]1[CH:22]=[C:21](C)[CH:20]=[CH:19][N:18]=1.C[Si]([N-][Si](C)(C)C)(C)C.[Na+].[Cl-].[NH4+], predict the reaction product. The product is: [C:1]([C:3]1([C:17]2[CH:22]=[CH:21][CH:20]=[CH:19][N:18]=2)[CH2:8][CH2:7][N:6]([C:9]([O:11][CH2:12][CH2:13][CH2:14][CH3:15])=[O:10])[CH2:5][CH2:4]1)#[N:2]. (7) Given the reactants Cl[C:2]1[C:11]2[CH:10]=[C:9]3[N:12]=[CH:13][N:14]=[C:8]3[CH2:7][C:6]=2[N:5]=[CH:4][C:3]=1[C:15]#[N:16].[NH2:17][C:18]1[CH:23]=[C:22]([OH:24])[C:21]([CH3:25])=[CH:20][CH:19]=1.Cl.N1C=CC=CC=1.C(=O)(O)[O-].[Na+], predict the reaction product. The product is: [OH:24][C:22]1[CH:23]=[C:18]([NH:17][C:2]2[C:11]3[CH:10]=[C:9]4[N:12]=[CH:13][N:14]=[C:8]4[CH2:7][C:6]=3[N:5]=[CH:4][C:3]=2[C:15]#[N:16])[CH:19]=[CH:20][C:21]=1[CH3:25].